Predict the product of the given reaction. From a dataset of Forward reaction prediction with 1.9M reactions from USPTO patents (1976-2016). (1) Given the reactants [NH:1]1[CH2:6][CH2:5][CH:4]([O:7][C:8](=[O:19])[NH:9][C:10]2[CH:15]=[CH:14][C:13]([CH:16]([CH3:18])[CH3:17])=[CH:12][CH:11]=2)[CH2:3][CH2:2]1.Cl[C:21]1[C:30]2[C:25](=[CH:26][C:27]([O:33][CH3:34])=[C:28]([O:31][CH3:32])[CH:29]=2)[N:24]=[CH:23][C:22]=1[C:35]#[N:36], predict the reaction product. The product is: [C:35]([C:22]1[CH:23]=[N:24][C:25]2[C:30]([C:21]=1[N:1]1[CH2:2][CH2:3][CH:4]([O:7][C:8](=[O:19])[NH:9][C:10]3[CH:15]=[CH:14][C:13]([CH:16]([CH3:17])[CH3:18])=[CH:12][CH:11]=3)[CH2:5][CH2:6]1)=[CH:29][C:28]([O:31][CH3:32])=[C:27]([O:33][CH3:34])[CH:26]=2)#[N:36]. (2) Given the reactants C([O:5][C:6](=[O:27])/[C:7](=[CH:12]/[C:13]1[CH:18]=[CH:17][C:16]([N:19]2[CH:23]=[C:22]([CH3:24])[N:21]=[CH:20]2)=[C:15]([O:25][CH3:26])[CH:14]=1)/[CH2:8][CH2:9][CH2:10][Cl:11])(C)(C)C.[F:28][C:29]([F:34])([F:33])[C:30]([OH:32])=[O:31], predict the reaction product. The product is: [F:28][C:29]([F:34])([F:33])[C:30]([OH:32])=[O:31].[Cl:11][CH2:10][CH2:9][CH2:8]/[C:7](=[CH:12]\[C:13]1[CH:18]=[CH:17][C:16]([N:19]2[CH:23]=[C:22]([CH3:24])[N:21]=[CH:20]2)=[C:15]([O:25][CH3:26])[CH:14]=1)/[C:6]([OH:27])=[O:5]. (3) Given the reactants [Br:1][C:2]1[S:3][C:4]([Cl:11])=[C:5]([C:7]([O:9]C)=[O:8])[N:6]=1.O[Li].O, predict the reaction product. The product is: [Br:1][C:2]1[S:3][C:4]([Cl:11])=[C:5]([C:7]([OH:9])=[O:8])[N:6]=1. (4) Given the reactants [F:1][C@H:2]1[C@@H:7]2[O:8]C(C3C=CC=CC=3)[O:10][CH2:11][C@H:6]2[O:5][CH2:4][C@H:3]1[N:18]1[CH:23]=[C:22]([I:24])[C:21](=[O:25])[N:20](COCC[Si](C)(C)C)[C:19]1=[O:34].Cl, predict the reaction product. The product is: [F:1][C@H:2]1[C@H:7]([OH:8])[C@@H:6]([CH2:11][OH:10])[O:5][CH2:4][C@H:3]1[N:18]1[CH:23]=[C:22]([I:24])[C:21](=[O:25])[NH:20][C:19]1=[O:34]. (5) Given the reactants [F:1][C:2]1[CH:7]=[CH:6][C:5]([C:8]2[C:17]3[C:12](=[CH:13][CH:14]=[CH:15][CH:16]=3)[N:11]=[C:10]([CH:18]3[CH2:20][CH2:19]3)[C:9]=2[C:21](OC)=[O:22])=[CH:4][CH:3]=1.[H-].COCCO[Al+]OCCOC.[Na+].[H-].N1CCOCC1.S(=O)(=O)(O)O, predict the reaction product. The product is: [F:1][C:2]1[CH:7]=[CH:6][C:5]([C:8]2[C:17]3[C:12](=[CH:13][CH:14]=[CH:15][CH:16]=3)[N:11]=[C:10]([CH:18]3[CH2:19][CH2:20]3)[C:9]=2[CH:21]=[O:22])=[CH:4][CH:3]=1. (6) The product is: [CH2:1]([O:5][CH2:6][CH2:7][O:8][C:9]1[CH:10]=[CH:11][C:12]([C:15]2[CH:16]=[CH:17][C:18]3[N:24]([CH2:25][CH2:26][CH3:27])[CH2:23][CH2:22][C:21]([C:28]([NH:30][C:31]4[CH:32]=[CH:33][C:34]([S:37]([CH2:38][C:39]5[N:43]([CH2:44][CH3:45])[CH:42]=[N:41][N:40]=5)=[O:55])=[CH:35][CH:36]=4)=[O:29])=[CH:20][C:19]=3[CH:46]=2)=[CH:13][CH:14]=1)[CH2:2][CH2:3][CH3:4]. Given the reactants [CH2:1]([O:5][CH2:6][CH2:7][O:8][C:9]1[CH:14]=[CH:13][C:12]([C:15]2[CH:16]=[CH:17][C:18]3[N:24]([CH2:25][CH2:26][CH3:27])[CH2:23][CH2:22][C:21]([C:28]([NH:30][C:31]4[CH:36]=[CH:35][C:34]([S:37][CH2:38][C:39]5[N:43]([CH2:44][CH3:45])[CH:42]=[N:41][N:40]=5)=[CH:33][CH:32]=4)=[O:29])=[CH:20][C:19]=3[CH:46]=2)=[CH:11][CH:10]=1)[CH2:2][CH2:3][CH3:4].ClC1C=CC=C(C(OO)=[O:55])C=1.S([O-])([O-])(=O)=S.[Na+].[Na+], predict the reaction product.